This data is from Full USPTO retrosynthesis dataset with 1.9M reactions from patents (1976-2016). The task is: Predict the reactants needed to synthesize the given product. (1) Given the product [N+:1]([C:4]1[CH:5]=[CH:6][C:7]2[O:12][C@:11]([CH3:18])([CH:13]([O:16][CH3:17])[O:14][CH3:15])[C@H:10]([OH:19])[C@@H:9]([N:29]([C:26]3[CH:25]=[CH:24][C:23]([C:22]([F:38])([F:37])[F:21])=[CH:28][CH:27]=3)[CH2:30][C:31]3[N:32]=[N:33][N:34]([CH3:36])[N:35]=3)[C:8]=2[CH:20]=1)([O-:3])=[O:2], predict the reactants needed to synthesize it. The reactants are: [N+:1]([C:4]1[CH:5]=[CH:6][C:7]2[O:12][C@:11]([CH3:18])([CH:13]([O:16][CH3:17])[O:14][CH3:15])[C@@H:10]3[O:19][C@@H:9]3[C:8]=2[CH:20]=1)([O-:3])=[O:2].[F:21][C:22]([F:38])([F:37])[C:23]1[CH:28]=[CH:27][C:26]([NH:29][CH2:30][C:31]2[N:32]=[N:33][N:34]([CH3:36])[N:35]=2)=[CH:25][CH:24]=1. (2) Given the product [Cl:1][C:2]1[C:11]([C:12]2[CH:13]=[CH:14][CH:15]=[CH:16][CH:17]=2)=[C:10]([Cl:18])[C:9]2[C:4](=[CH:5][CH:6]=[C:7]([C:19]([CH:33]3[CH2:38][CH2:37][CH2:36][NH:35][CH2:34]3)([C:20]3[CH:21]=[N:22][CH:23]=[CH:24][CH:25]=3)[OH:39])[CH:8]=2)[N:3]=1.[C:40]([OH:46])([C:42]([F:45])([F:44])[F:43])=[O:41], predict the reactants needed to synthesize it. The reactants are: [Cl:1][C:2]1[C:11]([C:12]2[CH:17]=[CH:16][CH:15]=[CH:14][CH:13]=2)=[C:10]([Cl:18])[C:9]2[C:4](=[CH:5][CH:6]=[C:7]([C:19]([OH:39])([C:33]3[CH:34]=[N:35][CH:36]=[CH:37][CH:38]=3)[CH:20]3[CH2:25][CH2:24][CH2:23][N:22](C(OC(C)(C)C)=O)[CH2:21]3)[CH:8]=2)[N:3]=1.[C:40]([OH:46])([C:42]([F:45])([F:44])[F:43])=[O:41].